Dataset: Human Reference Interactome with 51,813 positive PPI pairs across 8,248 proteins, plus equal number of experimentally-validated negative pairs. Task: Binary Classification. Given two protein amino acid sequences, predict whether they physically interact or not. (1) Protein 1 (ENSG00000162517) has sequence MASYPYRQGCPGAAGQAPGAPPGSYYPGPPNSGGQYGSGLPPGGGYGGPAPGGPYGPPAGGGPYGHPNPGMFPSGTPGGPYGGAAPGGPYGQPPPSSYGAQQPGLYGQGGAPPNVDPEAYSWFQSVDSDHSGYISMKELKQALVNCNWSSFNDETCLMMINMFDKTKSGRIDVYGFSALWKFIQQWKNLFQQYDRDRSGSISYTELQQALSQMGYNLSPQFTQLLVSRYCPRSANPAMQLDRFIQVCTQLQVLTEAFREKDTAVQGNIRLSFEDFVTMTASRML*. Result: 0 (the proteins do not interact). Protein 2 (ENSG00000141013) has sequence MAPKKKGKKGKAKGTPIVDGLAPEDMSKEQVEEHVSRIREELDREREERNYFQLERDKIHTFWEITRRQLEEKKAELRNKDREMEEAEERHQVEIKVYKQKVKHLLYEHQNNLTEMKAEGTVVMKLAQKEHRIQESVLRKDMRALKVELKEQELASEVVVKNLRLKHTEEITRMRNDFERQVREIEAKYDKKMKMLRDELDLRRKTELHEVEERKNGQIHTLMQRHEEAFTDIKNYYNDITLNNLALINSLKEQMEDMRKKEDHLEREMAEVSGQNKRLADPLQKAREEMSEMQKQLANY.... (2) Result: 0 (the proteins do not interact). Protein 1 (ENSG00000115239) has sequence MDFTEAYADTCSTVGLAAREGNVKVLRKLLKKGRSVDVADNRGWMPIHEAAYHNSVECLQMLINADSSENYIKMKTFEGFCALHLAASQGHWKIVQILLEAGADPNATTLEETTPLFLAVENGQIDVLRLLLQHGANVNGSHSMCGWNSLHQASFQENAEIIKLLLRKGANKECQDDFGITPLFVAAQYGKLESLSILISSGANVNCQALDKATPLFIAAQEGHTKCVELLLSSGADPDLYCNEDSWQLPIHAAAQMGHTKILDLLIPLTNRACDTGLNKVSPVYSAVFGGHEDCLEILL.... Protein 2 (ENSG00000113504) has sequence MPTNFTVVPVEAHADGGGDETAERTEAPGTPEGPEPERPSPGDGNPRENSPFLNNVEVEQESFFEGKNMALFEEEMDSNPMVSSLLNKLANYTNLSQGVVEHEEDEESRRREAKAPRMGTFIGVYLPCLQNILGVILFLRLTWIVGVAGVLESFLIVAMCCTCTMLTAISMSAIATNGVVPAGGSYYMISRSLGPEFGGAVGLCFYLGTTFAGAMYILGTIEIFLTYISPGAAIFQAEAAGGEAAAMLHNMRVYGTCTLVLMALVVFVGVKYVNKLALVFLACVVLSILAIYAGVIKSAF....